Dataset: Full USPTO retrosynthesis dataset with 1.9M reactions from patents (1976-2016). Task: Predict the reactants needed to synthesize the given product. (1) Given the product [CH:2]1([N:5]([CH2:10][C:11]2[CH:16]=[CH:15][CH:14]=[C:13]([C:17](=[O:49])[NH:18][C:19]3[S:20][C:21]4[CH2:48][CH2:47][CH2:46][CH2:45][C:22]=4[C:23]=3[C:24](=[O:44])[NH:25][C:26]3[CH:27]=[CH:28][C:29]([CH2:32][CH2:33][C:34]4[CH:39]=[CH:38][C:37]([C:40]([O:42][CH3:43])=[O:41])=[CH:36][CH:35]=4)=[CH:30][CH:31]=3)[CH:12]=2)[CH2:6][C:7]([N:52]([CH3:51])[CH2:53][C:54]([O:56][CH3:57])=[O:55])=[O:8])[CH2:3][CH2:4]1, predict the reactants needed to synthesize it. The reactants are: Cl.[CH:2]1([N:5]([CH2:10][C:11]2[CH:16]=[CH:15][CH:14]=[C:13]([C:17](=[O:49])[NH:18][C:19]3[S:20][C:21]4[CH2:48][CH2:47][CH2:46][CH2:45][C:22]=4[C:23]=3[C:24](=[O:44])[NH:25][C:26]3[CH:31]=[CH:30][C:29]([CH2:32][CH2:33][C:34]4[CH:39]=[CH:38][C:37]([C:40]([O:42][CH3:43])=[O:41])=[CH:36][CH:35]=4)=[CH:28][CH:27]=3)[CH:12]=2)[CH2:6][C:7](O)=[O:8])[CH2:4][CH2:3]1.Cl.[CH3:51][NH:52][CH2:53][C:54]([O:56][CH3:57])=[O:55].CCN=C=NCCCN(C)C.Cl.C1C=CC2N(O)N=NC=2C=1. (2) Given the product [CH3:29][O:28][C:24](=[O:27])[CH2:25][CH2:26][N:8]1[C:7]2[CH:11]=[C:12]([N+:15]([O-:17])=[O:16])[CH:13]=[CH:14][C:6]=2[O:5][CH:4]([CH:1]([CH3:3])[CH3:2])[C:9]1=[O:10], predict the reactants needed to synthesize it. The reactants are: [CH:1]([CH:4]1[C:9](=[O:10])[NH:8][C:7]2[CH:11]=[C:12]([N+:15]([O-:17])=[O:16])[CH:13]=[CH:14][C:6]=2[O:5]1)([CH3:3])[CH3:2].C(=O)([O-])[O-].[K+].[K+].[C:24]([O:28][CH3:29])(=[O:27])[CH:25]=[CH2:26].C(OCC)(=O)C. (3) Given the product [CH3:55][O:56][C:57]1[CH:58]=[C:59]([NH:60][C:76]2[CH:81]=[C:80]([O:82][C:83]3[C:92]4[C:87](=[CH:88][CH:89]=[CH:90][CH:91]=4)[C:86]([NH:93][C:94](=[O:100])[O:95][C:96]([CH3:98])([CH3:97])[CH3:99])=[CH:85][CH:84]=3)[CH:79]=[CH:78][N:77]=2)[CH:61]=[C:62]([O:64][CH2:65][CH2:66][O:67][CH2:68][CH2:69][O:70][CH2:71][CH2:72][O:73][CH3:74])[CH:63]=1, predict the reactants needed to synthesize it. The reactants are: C1C=CC(P(C2C(C3C(P(C4C=CC=CC=4)C4C=CC=CC=4)=CC=C4C=3C=CC=C4)=C3C(C=CC=C3)=CC=2)C2C=CC=CC=2)=CC=1.N#N.C([O-])([O-])=O.[Cs+].[Cs+].[CH3:55][O:56][C:57]1[CH:58]=[C:59]([CH:61]=[C:62]([O:64][CH2:65][CH2:66][O:67][CH2:68][CH2:69][O:70][CH2:71][CH2:72][O:73][CH3:74])[CH:63]=1)[NH2:60].Cl[C:76]1[CH:81]=[C:80]([O:82][C:83]2[C:92]3[C:87](=[CH:88][CH:89]=[CH:90][CH:91]=3)[C:86]([NH:93][C:94](=[O:100])[O:95][C:96]([CH3:99])([CH3:98])[CH3:97])=[CH:85][CH:84]=2)[CH:79]=[CH:78][N:77]=1. (4) Given the product [F:10][C:8]([F:9])([F:11])[C:5]1[CH:6]=[CH:7][C:2]([O:1][C:28]([N:30]2[CH2:35][CH2:34][CH:33]([OH:36])[CH2:32][CH2:31]2)=[O:27])=[N:3][CH:4]=1, predict the reactants needed to synthesize it. The reactants are: [OH:1][C:2]1[CH:7]=[CH:6][C:5]([C:8]([F:11])([F:10])[F:9])=[CH:4][N:3]=1.C(NC1C=CC([O:27][C:28]([N:30]2[CH2:35][CH2:34][CH:33]([O:36][Si](C(C)(C)C)(C)C)[CH2:32][CH2:31]2)=O)=NC=1)(=O)C1C=CC=CC=1.C(N(CC)CC)C.F. (5) The reactants are: [CH3:1][O:2][C:3](=[O:35])[C@@H:4]([NH:12][CH:13]1[CH2:18][CH2:17][N:16]([CH2:19][C:20]2[CH:25]=[CH:24][CH:23]=[C:22]([O:26][C:27]3[CH:32]=[CH:31][CH:30]=[CH:29][C:28]=3[O:33][CH3:34])[CH:21]=2)[CH2:15][CH2:14]1)[CH2:5][C:6]1[CH:11]=[CH:10][CH:9]=[CH:8][CH:7]=1.CCCl.C(N(CC)CC)C.[CH3:46][CH2:47][O:48]C(C)=O. Given the product [CH3:1][O:2][C:3](=[O:35])[C@@H:4]([N:12]([C:47](=[O:48])[CH3:46])[CH:13]1[CH2:18][CH2:17][N:16]([CH2:19][C:20]2[CH:25]=[CH:24][CH:23]=[C:22]([O:26][C:27]3[CH:32]=[CH:31][CH:30]=[CH:29][C:28]=3[O:33][CH3:34])[CH:21]=2)[CH2:15][CH2:14]1)[CH2:5][C:6]1[CH:11]=[CH:10][CH:9]=[CH:8][CH:7]=1, predict the reactants needed to synthesize it. (6) Given the product [O:33]=[C:30]1[NH:29][C:28]2[CH:27]=[CH:26][CH:25]=[C:24]([N:18]3[CH2:23][CH2:22][N:21]([CH2:16][CH2:15][CH2:14][CH2:13][O:12][C:8]4[N:9]=[C:10]5[C:5]([CH2:4][CH2:3][C:2](=[O:1])[NH:11]5)=[CH:6][CH:7]=4)[CH2:20][CH2:19]3)[C:32]=2[O:31]1, predict the reactants needed to synthesize it. The reactants are: [O:1]=[C:2]1[NH:11][C:10]2[N:9]=[C:8]([O:12][CH2:13][CH2:14][CH2:15][CH:16]=O)[CH:7]=[CH:6][C:5]=2[CH2:4][CH2:3]1.[N:18]1([C:24]2[C:32]3[O:31][C:30](=[O:33])[NH:29][C:28]=3[CH:27]=[CH:26][CH:25]=2)[CH2:23][CH2:22][NH:21][CH2:20][CH2:19]1.N1CCNCC1.[BH-](OC(C)=O)(OC(C)=O)OC(C)=O.[Na+]. (7) Given the product [F:13][C:10]([F:11])([F:12])[C:9]([C:6]1[N:7]=[CH:8][C:3]([OH:2])=[CH:4][CH:5]=1)([CH3:15])[CH3:14], predict the reactants needed to synthesize it. The reactants are: C[O:2][C:3]1[CH:4]=[CH:5][C:6]([C:9]([CH3:15])([CH3:14])[C:10]([F:13])([F:12])[F:11])=[N:7][CH:8]=1.C([S-])C.[Na+]. (8) Given the product [Cl:1][C:2]1[C:3]([O:12][C:13]2[CH:18]=[C:17]([O:19][CH2:32][C:28]3[O:27][CH:31]=[CH:30][CH:29]=3)[CH:16]=[CH:15][C:14]=2[CH2:20][CH2:21][C:22]([O:24][CH2:25][CH3:26])=[O:23])=[N:4][CH:5]=[C:6]([C:8]([F:9])([F:11])[F:10])[CH:7]=1, predict the reactants needed to synthesize it. The reactants are: [Cl:1][C:2]1[C:3]([O:12][C:13]2[CH:18]=[C:17]([OH:19])[CH:16]=[CH:15][C:14]=2[CH2:20][CH2:21][C:22]([O:24][CH2:25][CH3:26])=[O:23])=[N:4][CH:5]=[C:6]([C:8]([F:11])([F:10])[F:9])[CH:7]=1.[O:27]1[CH:31]=[CH:30][CH:29]=[C:28]1[CH2:32]O.C(P(CCCC)CCCC)CCC.N(C(N1CCCCC1)=O)=NC(N1CCCCC1)=O. (9) Given the product [Cl:12][C:13]1[CH:19]=[C:18]([Cl:20])[CH:17]=[CH:16][C:14]=1[NH:15][C:7](=[O:9])[C:6]1[CH:10]=[C:2]([Cl:1])[CH:3]=[CH:4][C:5]=1[OH:11], predict the reactants needed to synthesize it. The reactants are: [Cl:1][C:2]1[CH:10]=[C:6]([C:7]([OH:9])=O)[C:5]([OH:11])=[CH:4][CH:3]=1.[Cl:12][C:13]1[CH:19]=[C:18]([Cl:20])[CH:17]=[CH:16][C:14]=1[NH2:15].P(Cl)(Cl)Cl. (10) The reactants are: [CH2:1]([N:8]1[CH:13]2[CH2:14][CH2:15][CH:9]1[CH2:10][NH:11][CH2:12]2)[C:2]1[CH:7]=[CH:6][CH:5]=[CH:4][CH:3]=1.C1(P(C2C=CC=CC=2)C2C=CC3C(=CC=CC=3)C=2C2C3C(=CC=CC=3)C=CC=2P(C2C=CC=CC=2)C2C=CC=CC=2)C=CC=CC=1.CC(C)([O-])C.[Na+].Br[C:69]1[CH:74]=[CH:73][C:72]([F:75])=[CH:71][CH:70]=1. Given the product [CH2:1]([N:8]1[C@H:13]2[CH2:14][CH2:15][C@@H:9]1[CH2:10][N:11]([C:69]1[CH:74]=[CH:73][C:72]([F:75])=[CH:71][CH:70]=1)[CH2:12]2)[C:2]1[CH:3]=[CH:4][CH:5]=[CH:6][CH:7]=1, predict the reactants needed to synthesize it.